This data is from Forward reaction prediction with 1.9M reactions from USPTO patents (1976-2016). The task is: Predict the product of the given reaction. (1) Given the reactants [OH:1][C:2]1[CH:7]=[CH:6][C:5]([CH2:8][C:9]([NH:11][C@H:12]2[CH2:17][CH2:16][C@H:15](/[CH:18]=[CH:19]\[CH:20]([CH3:22])[CH3:21])[CH2:14][CH2:13]2)=[O:10])=[CH:4][C:3]=1[O:23][CH3:24], predict the reaction product. The product is: [OH:1][C:2]1[CH:7]=[CH:6][C:5]([CH2:8][C:9]([NH:11][C@H:12]2[CH2:17][CH2:16][C@H:15]([CH2:18][CH2:19][CH:20]([CH3:21])[CH3:22])[CH2:14][CH2:13]2)=[O:10])=[CH:4][C:3]=1[O:23][CH3:24]. (2) Given the reactants CO[C:3](=O)[C@H:4]([O:15]S(C)(=O)=O)[C@@H:5](C1C=CC(Cl)=C(Cl)C=1)C.[O-2:21].[Cr+6:22].[O-2:23].[O-2:24].[S:25](=[O:29])(=[O:28])([OH:27])[OH:26].ClC1C=C([C@@H](C)[C@@H](OS(C)(=O)=O)CO)C=CC=1Cl, predict the reaction product. The product is: [CH3:3][C:4]([CH3:5])=[O:15].[OH:28][S:25]([OH:29])(=[O:27])=[O:26].[O:21]=[Cr:22](=[O:24])=[O:23]. (3) Given the reactants [F:1][C:2]1[CH:7]=[CH:6][CH:5]=[C:4]([F:8])[C:3]=1[N:9]1[C:14]2[N:15]=[C:16](S(C)=O)[N:17]=[C:18]([C:19]3[CH:20]=[C:21]([CH:28]=[CH:29][C:30]=3[CH3:31])[C:22]([NH:24][CH:25]([CH3:27])[CH3:26])=[O:23])[C:13]=2[CH2:12][NH:11][C:10]1=[O:35].[CH3:36][N:37]([CH3:42])[CH2:38][CH2:39][CH2:40][NH2:41], predict the reaction product. The product is: [F:1][C:2]1[CH:7]=[CH:6][CH:5]=[C:4]([F:8])[C:3]=1[N:9]1[C:14]2[N:15]=[C:16]([NH:41][CH2:40][CH2:39][CH2:38][N:37]([CH3:42])[CH3:36])[N:17]=[C:18]([C:19]3[CH:20]=[C:21]([CH:28]=[CH:29][C:30]=3[CH3:31])[C:22]([NH:24][CH:25]([CH3:27])[CH3:26])=[O:23])[C:13]=2[CH2:12][NH:11][C:10]1=[O:35]. (4) Given the reactants [NH2:1][CH2:2][CH2:3][O:4][CH2:5][CH2:6][OH:7].Cl[C:9]1[C:22]2[C:21](=[O:23])[C:20]3[C:15](=[CH:16][CH:17]=[CH:18][CH:19]=3)[C:14](=[O:24])[C:13]=2[CH:12]=[CH:11][CH:10]=1, predict the reaction product. The product is: [OH:7][CH2:6][CH2:5][O:4][CH2:3][CH2:2][NH:1][C:16]1[C:15]2[C:14](=[O:24])[C:13]3[C:22](=[CH:9][CH:10]=[CH:11][CH:12]=3)[C:21](=[O:23])[C:20]=2[CH:19]=[CH:18][CH:17]=1. (5) Given the reactants [C:1]([O:5][C:6]([NH:8][N:9]=[CH:10][C:11]1[CH:16]=[CH:15][C:14]([O:17][C:18](=[O:22])[N:19]([CH3:21])[CH3:20])=[CH:13][CH:12]=1)=[O:7])([CH3:4])([CH3:3])[CH3:2], predict the reaction product. The product is: [C:1]([O:5][C:6]([NH:8][NH:9][CH2:10][C:11]1[CH:12]=[CH:13][C:14]([O:17][C:18](=[O:22])[N:19]([CH3:20])[CH3:21])=[CH:15][CH:16]=1)=[O:7])([CH3:4])([CH3:3])[CH3:2]. (6) Given the reactants Cl.[Br:2][C:3]1[CH:4]=[C:5]([CH:9]2[CH2:13][CH2:12][CH2:11][NH:10]2)[CH:6]=[CH:7][CH:8]=1.[Li+].C[Si]([N-][Si](C)(C)C)(C)C.[CH3:24][C:25]([O:28][C:29](O[C:29]([O:28][C:25]([CH3:27])([CH3:26])[CH3:24])=[O:30])=[O:30])([CH3:27])[CH3:26].Cl, predict the reaction product. The product is: [C:25]([O:28][C:29]([N:10]1[CH2:11][CH2:12][CH2:13][CH:9]1[C:5]1[CH:6]=[CH:7][CH:8]=[C:3]([Br:2])[CH:4]=1)=[O:30])([CH3:27])([CH3:26])[CH3:24]. (7) Given the reactants C1(C)C=CC(S([O-])(=O)=O)=CC=1.[CH2:12]([N:14]1[C:18](=[O:19])[C:17](=[C:20]2[N:24]([CH3:25])[C:23]3[CH:26]=[CH:27][CH:28]=[CH:29][C:22]=3[S:21]2)[S:16][CH2+:15]1SC)[CH3:13].[NH2:32][C:33]1[CH:34]=[C:35]2[C:40](=[CH:41][CH:42]=1)[N:39]=[CH:38][CH:37]=[CH:36]2, predict the reaction product. The product is: [CH2:12]([N:14]1[C:18](=[O:19])[C:17](=[C:20]2[N:24]([CH3:25])[C:23]3[CH:26]=[CH:27][CH:28]=[CH:29][C:22]=3[S:21]2)[S:16][C:15]1=[N:32][C:33]1[CH:34]=[C:35]2[C:40](=[CH:41][CH:42]=1)[N:39]=[CH:38][CH:37]=[CH:36]2)[CH3:13].